The task is: Predict the reaction yield, written as a fraction of the theoretical maximum amount of product (1.0 means a 100% yield; for example, 0.34 means a 34% yield).. This data is from Reaction yield outcomes from USPTO patents with 853,638 reactions. (1) The reactants are [NH2:1][C:2]1[C:3]([C:12]#[CH:13])=[N:4][CH:5]=[CH:6][C:7]=1[C:8]([O:10][CH3:11])=[O:9].[Cl:14][C:15]1[CH:16]=[CH:17][C:18]2[C:22]([CH:23]=1)=[N:21][N:20]([CH3:24])[C:19]=2I.C([O-])([O-])=O.[K+].[K+]. The catalyst is CC(C1C=C(C(C)C)C(C2C=CC=CC=2P(C2CCCCC2)C2CCCCC2)=C(C(C)C)C=1)C.C(#N)C. The product is [NH2:1][C:2]1[C:3]([C:12]#[C:13][C:19]2[N:20]([CH3:24])[N:21]=[C:22]3[C:18]=2[CH:17]=[CH:16][C:15]([Cl:14])=[CH:23]3)=[N:4][CH:5]=[CH:6][C:7]=1[C:8]([O:10][CH3:11])=[O:9]. The yield is 0.880. (2) The reactants are [CH:1]([C:4]1[CH:11]=[CH:10][C:7]([CH:8]=O)=[CH:6][CH:5]=1)([CH3:3])[CH3:2].[NH2:12][C:13]1[N:14]=[N:15][C:16]([CH3:19])=[CH:17][CH:18]=1.C([O:22][C:23](=O)[C:24]([OH:35])=[CH:25][C:26]([C:28]1[CH:33]=[CH:32][CH:31]=[C:30]([Cl:34])[CH:29]=1)=[O:27])C. No catalyst specified. The product is [Cl:34][C:30]1[CH:29]=[C:28]([CH:33]=[CH:32][CH:31]=1)[C:26]([C:25]1[CH:8]([C:7]2[CH:10]=[CH:11][C:4]([CH:1]([CH3:3])[CH3:2])=[CH:5][CH:6]=2)[N:12]([C:13]2[N:14]=[N:15][C:16]([CH3:19])=[CH:17][CH:18]=2)[C:23](=[O:22])[C:24]=1[OH:35])=[O:27]. The yield is 0.150. (3) The reactants are [F:1][C:2]1[CH:3]=[C:4]([NH:15][C:16]2[N:21]=[C:20]([NH:22][C:23]3[CH:24]=[C:25]([CH2:29][C:30]#[N:31])[CH:26]=[CH:27][CH:28]=3)[CH:19]=[CH:18][N:17]=2)[CH:5]=[CH:6][C:7]=1[N:8]1[CH2:13][CH2:12][N:11]([CH3:14])[CH2:10][CH2:9]1.[CH3:32][S:33]([OH:36])(=[O:35])=[O:34]. The catalyst is CC(O)C. The product is [CH3:32][S:33]([OH:36])(=[O:35])=[O:34].[F:1][C:2]1[CH:3]=[C:4]([NH:15][C:16]2[N:21]=[C:20]([NH:22][C:23]3[CH:24]=[C:25]([CH2:29][C:30]#[N:31])[CH:26]=[CH:27][CH:28]=3)[CH:19]=[CH:18][N:17]=2)[CH:5]=[CH:6][C:7]=1[N:8]1[CH2:13][CH2:12][N:11]([CH3:14])[CH2:10][CH2:9]1. The yield is 0.680. (4) The reactants are [N:1]([CH2:4][CH2:5][O:6][CH2:7][CH2:8][O:9][CH2:10][CH2:11][O:12][CH2:13][CH2:14][O:15][CH2:16][CH2:17][O:18][CH2:19][CH2:20][N:21]=[N+]=[N-])=[N+:2]=[N-:3].C1(P(C2C=CC=CC=2)C2C=CC=CC=2)C=CC=CC=1. The catalyst is Cl.CCOCC. The product is [N:1]([CH2:4][CH2:5][O:6][CH2:7][CH2:8][O:9][CH2:10][CH2:11][O:12][CH2:13][CH2:14][O:15][CH2:16][CH2:17][O:18][CH2:19][CH2:20][NH2:21])=[N+:2]=[N-:3]. The yield is 0.950. (5) The reactants are [NH2:1][C:2]1[CH:9]=[CH:8][C:5]([C:6]#[N:7])=[CH:4][C:3]=1[O:10][C:11]1[CH:16]=[CH:15][CH:14]=[CH:13][C:12]=1[Br:17].[C:18]([O:22][C:23]([N:25]1[CH2:30][CH2:29][C:28](=O)[CH2:27][CH2:26]1)=[O:24])([CH3:21])([CH3:20])[CH3:19].C(O[BH-](OC(=O)C)OC(=O)C)(=O)C.[Na+].C(O)(=O)C. The product is [C:18]([O:22][C:23]([N:25]1[CH2:30][CH2:29][CH:28]([NH:1][C:2]2[CH:9]=[CH:8][C:5]([C:6]#[N:7])=[CH:4][C:3]=2[O:10][C:11]2[CH:16]=[CH:15][CH:14]=[CH:13][C:12]=2[Br:17])[CH2:27][CH2:26]1)=[O:24])([CH3:21])([CH3:19])[CH3:20]. The catalyst is ClC(Cl)C.C(OCC)(=O)C.O. The yield is 0.460. (6) The reactants are FC(F)(F)C(O)=O.C(OC([N:15]1[CH2:21][CH2:20][CH2:19][C@H:18]([N:22]([CH2:29][C:30]2[CH:35]=[C:34]([C:36]([F:39])([F:38])[F:37])[CH:33]=[C:32]([C:40]([F:43])([F:42])[F:41])[CH:31]=2)[C:23]2[O:27][N:26]=[C:25]([CH3:28])[CH:24]=2)[C:17]2[CH:44]=[C:45]([CH3:52])[C:46]([C:48]([F:51])([F:50])[F:49])=[CH:47][C:16]1=2)=O)(C)(C)C.C(=O)(O)[O-].[Na+]. The catalyst is C(Cl)Cl. The product is [F:43][C:40]([F:41])([F:42])[C:32]1[CH:31]=[C:30]([CH:35]=[C:34]([C:36]([F:39])([F:38])[F:37])[CH:33]=1)[CH2:29][N:22]([C:23]1[O:27][N:26]=[C:25]([CH3:28])[CH:24]=1)[C@H:18]1[CH2:19][CH2:20][CH2:21][NH:15][C:16]2[CH:47]=[C:46]([C:48]([F:51])([F:49])[F:50])[C:45]([CH3:52])=[CH:44][C:17]1=2. The yield is 0.760. (7) The reactants are [CH:1]1([C:6]2[N:11]=[C:10](O)[CH:9]=[C:8]([C:13]([F:16])([F:15])[F:14])[N:7]=2)[CH2:5][CH2:4][CH2:3][CH2:2]1.O=P(Cl)(Cl)[Cl:19].[OH-].[Na+]. No catalyst specified. The product is [Cl:19][C:10]1[CH:9]=[C:8]([C:13]([F:16])([F:15])[F:14])[N:7]=[C:6]([CH:1]2[CH2:5][CH2:4][CH2:3][CH2:2]2)[N:11]=1. The yield is 0.900. (8) The reactants are [CH3:1][O:2][C:3](=[O:12])[C:4]1[CH:9]=[C:8](Cl)[N:7]=[C:6]([Cl:11])[CH:5]=1.[S-][C:14]1[CH:19]=[CH:18][CH:17]=[CH:16][CH:15]=1.[Na+].[S:21]([O-:26])(O[O-])(=O)=[O:22].[K+].[K+]. The catalyst is CN(C=O)C. The product is [CH3:1][O:2][C:3](=[O:12])[C:4]1[CH:5]=[C:6]([Cl:11])[N:7]=[C:8]([S:21]([C:14]2[CH:19]=[CH:18][CH:17]=[CH:16][CH:15]=2)(=[O:26])=[O:22])[CH:9]=1. The yield is 0.930.